Dataset: Forward reaction prediction with 1.9M reactions from USPTO patents (1976-2016). Task: Predict the product of the given reaction. (1) Given the reactants [Cl:1][C:2]1[CH:3]=[CH:4][C:5]([CH3:16])=[C:6]([C:8](=[O:15])[CH2:9][C:10]([O:12][CH2:13][CH3:14])=[O:11])[CH:7]=1.CO[CH:19](OC)[N:20]([CH3:22])[CH3:21], predict the reaction product. The product is: [Cl:1][C:2]1[CH:3]=[CH:4][C:5]([CH3:16])=[C:6]([CH:7]=1)[C:8]([C:9](=[CH:19][N:20]([CH3:22])[CH3:21])[C:10]([O:12][CH2:13][CH3:14])=[O:11])=[O:15]. (2) Given the reactants [N:1]1[C:10]2[NH:9][C:8]3[CH:11]=[C:12]([CH2:15][N:16]4C(=O)C5=CC=CC=C5C4=O)[CH:13]=[CH:14][C:7]=3[S:6][C:5]=2[N:4]=[CH:3][CH:2]=1.C(O)C, predict the reaction product. The product is: [NH2:16][CH2:15][C:12]1[CH:13]=[CH:14][C:7]2[S:6][C:5]3[N:4]=[CH:3][CH:2]=[N:1][C:10]=3[NH:9][C:8]=2[CH:11]=1.